Dataset: Catalyst prediction with 721,799 reactions and 888 catalyst types from USPTO. Task: Predict which catalyst facilitates the given reaction. Product: [CH:21]1([CH2:27][N:12]2[CH:13]([C:14]3[CH:19]=[CH:18][N:17]=[CH:16][CH:15]=3)[CH:9]([C:4]3[CH:5]=[CH:6][C:7]([Cl:8])=[C:2]([Cl:1])[CH:3]=3)[C:10](=[O:20])[NH:11]2)[CH2:26][CH2:25][CH2:24][CH2:23][CH2:22]1. Reactant: [Cl:1][C:2]1[CH:3]=[C:4]([CH:9]2[CH:13]([C:14]3[CH:19]=[CH:18][N:17]=[CH:16][CH:15]=3)[NH:12][NH:11][C:10]2=[O:20])[CH:5]=[CH:6][C:7]=1[Cl:8].[CH:21]1([CH:27]=O)[CH2:26][CH2:25][CH2:24][CH2:23][CH2:22]1. The catalyst class is: 22.